Dataset: Reaction yield outcomes from USPTO patents with 853,638 reactions. Task: Predict the reaction yield, written as a fraction of the theoretical maximum amount of product (1.0 means a 100% yield; for example, 0.34 means a 34% yield). (1) The reactants are [CH:1]([NH2:4])([CH3:3])[CH3:2].[CH3:5][O:6][C:7]1[C:12]([CH3:13])=[CH:11][N:10]=[C:9]([CH2:14][N:15]2[N:43]=[C:19]3[CH2:20][C:21](=O)[C:22]4[CH2:23][S:24][N:25]=[C:26]([N:27](C(OC(C)(C)C)=O)C(OC(C)(C)C)=O)[C:17]([C:18]=43)=[N:16]2)[C:8]=1[CH3:44].O1CCCC1.C([BH3-])#N.[Na+]. The yield is 0.290. The catalyst is CO.C(O)(=O)C. The product is [CH:1]([NH:4][CH:21]1[C:22]2[CH2:23][S:24][N:25]=[C:26]([NH2:27])[C:17]3=[N:16][N:15]([CH2:14][C:9]4[C:8]([CH3:44])=[C:7]([O:6][CH3:5])[C:12]([CH3:13])=[CH:11][N:10]=4)[N:43]=[C:19]([C:18]=23)[CH2:20]1)([CH3:3])[CH3:2]. (2) The reactants are [CH:1]([C:3]1[CH:8]=[CH:7][C:6](/[CH:9]=[CH:10]/[C:11]([O:13][CH3:14])=[O:12])=[CH:5][CH:4]=1)=O.[C:15]12([NH2:25])[CH2:24][CH:19]3[CH2:20][CH:21]([CH2:23][CH:17]([CH2:18]3)[CH2:16]1)[CH2:22]2.CO.[BH4-].[Na+]. The catalyst is O. The product is [C:15]12([NH:25][CH2:1][C:3]3[CH:8]=[CH:7][C:6](/[CH:9]=[CH:10]/[C:11]([O:13][CH3:14])=[O:12])=[CH:5][CH:4]=3)[CH2:22][CH:21]3[CH2:20][CH:19]([CH2:18][CH:17]([CH2:23]3)[CH2:16]1)[CH2:24]2. The yield is 0.880. (3) The reactants are CS(Cl)(=O)=O.[CH2:6]([O:8][C:9]([CH:11]1[CH:24](O)[C:23]2[C:22]3[C:17](=[CH:18][CH:19]=[C:20]([O:26][CH3:27])[CH:21]=3)[N:16]=[CH:15][C:14]=2[S:13][CH2:12]1)=[O:10])[CH3:7].C(N(CC)CC)C.C(OCC)(=O)C. The catalyst is ClCCl.CN(C)C1C=CN=CC=1. The product is [CH2:6]([O:8][C:9]([C:11]1[CH2:12][S:13][C:14]2[CH:15]=[N:16][C:17]3[C:22]([C:23]=2[CH:24]=1)=[CH:21][C:20]([O:26][CH3:27])=[CH:19][CH:18]=3)=[O:10])[CH3:7]. The yield is 0.340. (4) The reactants are [Br:1][C:2]1[S:6][CH:5]=[C:4]([C:7]([OH:9])=O)[CH:3]=1.[NH2:10][CH:11]([C:21]1[CH:26]=[CH:25][CH:24]=[CH:23][CH:22]=1)[CH2:12][NH:13][C:14](=[O:20])[O:15][C:16]([CH3:19])([CH3:18])[CH3:17].C(N(C(C)C)CC)(C)C.C1CN([P+](Br)(N2CCCC2)N2CCCC2)CC1.F[P-](F)(F)(F)(F)F. The catalyst is C(Cl)Cl. The product is [Br:1][C:2]1[S:6][CH:5]=[C:4]([C:7]([NH:10][CH:11]([C:21]2[CH:26]=[CH:25][CH:24]=[CH:23][CH:22]=2)[CH2:12][NH:13][C:14](=[O:20])[O:15][C:16]([CH3:19])([CH3:17])[CH3:18])=[O:9])[CH:3]=1. The yield is 0.680. (5) The reactants are Cl[C:2]1[N:7]=[C:6]([NH2:8])[C:5]([CH3:9])=[CH:4][N:3]=1.[N:10]1([CH2:15][CH2:16][O:17][C:18]2[CH:23]=[CH:22][C:21]([NH2:24])=[CH:20][CH:19]=2)[CH2:14][CH2:13][CH2:12][CH2:11]1. The catalyst is C(O)(=O)C. The product is [CH3:9][C:5]1[C:6]([NH2:8])=[N:7][C:2]([NH:24][C:21]2[CH:22]=[CH:23][C:18]([O:17][CH2:16][CH2:15][N:10]3[CH2:14][CH2:13][CH2:12][CH2:11]3)=[CH:19][CH:20]=2)=[N:3][CH:4]=1. The yield is 0.730. (6) The reactants are COC1C=CC(C[N:8]([C:13]2[S:21][C:16]3=[CH:17][N:18]=[CH:19][CH:20]=[C:15]3[C:14]=2[C:22]([C:24]2[CH:25]=[C:26]3[C:30](=[CH:31][CH:32]=2)[C:29](=[N:33][OH:34])[CH2:28][CH2:27]3)=[O:23])[C:9](=[O:12])[CH2:10][CH3:11])=CC=1.O. The catalyst is CC#N. The product is [OH:34][N:33]=[C:29]1[C:30]2[C:26](=[CH:25][C:24]([C:22]([C:14]3[C:15]4[C:16](=[CH:17][N:18]=[CH:19][CH:20]=4)[S:21][C:13]=3[NH:8][C:9](=[O:12])[CH2:10][CH3:11])=[O:23])=[CH:32][CH:31]=2)[CH2:27][CH2:28]1. The yield is 0.530. (7) The reactants are [C:1]([O:5][C:6](=[O:18])[CH2:7][O:8][C:9]1[CH:14]=[CH:13][C:12]([Cl:15])=[CH:11][C:10]=1[C:16]#[CH:17])(C)(C)C.Cl. The catalyst is CO. The product is [Cl:15][C:12]1[CH:13]=[CH:14][C:9]([O:8][CH2:7][C:6]([O:5][CH3:1])=[O:18])=[C:10]([C:16]#[CH:17])[CH:11]=1. The yield is 1.00.